This data is from Reaction yield outcomes from USPTO patents with 853,638 reactions. The task is: Predict the reaction yield, written as a fraction of the theoretical maximum amount of product (1.0 means a 100% yield; for example, 0.34 means a 34% yield). The reactants are CO.[Br:3][C:4]1[CH:9]=[CH:8][C:7]([O:10][CH:11]([F:13])[F:12])=[C:6]([O:14]CC2CC2)[C:5]=1[I:19].Cl. The catalyst is O. The product is [Br:3][C:4]1[C:5]([I:19])=[C:6]([OH:14])[C:7]([O:10][CH:11]([F:13])[F:12])=[CH:8][CH:9]=1. The yield is 0.870.